From a dataset of Drug-target binding data from BindingDB using IC50 measurements. Regression. Given a target protein amino acid sequence and a drug SMILES string, predict the binding affinity score between them. We predict pIC50 (pIC50 = -log10(IC50 in M); higher means more potent). Dataset: bindingdb_ic50. (1) The small molecule is Br.N=C1CCCN1CCc1ccccc1. The target protein (O97972) has sequence MEGGFTGGDEYQKHFLPRDYLNTYYSFQSGPSPEAEMLKFNLECLHKTFGPGGLQGDTLIDIGSGPTIYQVLAACESFKDITLSDFTDRNREELAKWLKKEPGAYDWTPALKFACELEGNSGRWQEKAEKLRATVKRVLKCDANLSNPLTPVVLPPADCVLTLLAMECACCSLDAYRAALRNLASLLKPGGHLVTTVTLQLSSYMVGEREFSCVALEKEEVEQAVLDAGFDIEQLLYSPQSYSASTAPNRGVCFLVARKKPGS. The pIC50 is 2.4. (2) The compound is N=C(CC1CCCCC1)P(=O)(O)CC(Cc1ccc(I)cc1)C(=O)O. The target protein (P16444) has sequence MWSGWWLWPLVAVCTADFFRDEAERIMRDSPVIDGHNDLPWQLLDMFNNRLQDERANLTTLAGTHTNIPKLRAGFVGGQFWSVYTPCDTQNKDAVRRTLEQMDVVHRMCRMYPETFLYVTSSAGIRQAFREGKVASLIGVEGGHSIDSSLGVLRALYQLGMRYLTLTHSCNTPWADNWLVDTGDSEPQSQGLSPFGQRVVKELNRLGVLIDLAHVSVATMKATLQLSRAPVIFSHSSAYSVCASRRNVPDDVLRLVKQTDSLVMVNFYNNYISCTNKANLSQVADHLDHIKEVAGARAVGFGGDFDGVPRVPEGLEDVSKYPDLIAELLRRNWTEAEVKGALADNLLRVFEAVEQASNLTQAPEEEPIPLDQLGGSCRTHYGYSSGASSLHRHWGLLLASLAPLVLCLSLL. The pIC50 is 8.1. (3) The small molecule is CC[C@H](C)[C@H](NC(=O)CNC(=O)[C@H](CC(=O)O)NC(=O)[C@H](CO)NC(=O)[C@@H](N)Cc1cnc[nH]1)C(=O)N1CCc2ccccc2C1C(=O)N[C@H](C(=O)N[C@@H](CC(=O)O)C(=O)N[C@@H](CO)C(=O)N[C@@H](Cc1ccc(O)cc1)C(=O)N[C@@H](CO)C(=O)N[C@@H](CCCN=C(N)N)C(=O)N[C@@H](Cc1ccc(O)cc1)C(=O)N[C@@H](CCCN=C(N)N)C(=O)N[C@@H](CCCCN)C(=O)N[C@@H](CCC(N)=O)C(=O)N[C@@H](CCSC)C(=O)N[C@@H](C)C(=O)N[C@H](C(=O)N[C@@H](CCCCN)C(=O)N[C@@H](CCCCN)C(=O)N[C@@H](Cc1ccc(O)cc1)C(=O)N[C@@H](CC(C)C)C(=O)N[C@@H](C)C(=O)N[C@@H](C)C(=O)N[C@H](C(=O)N[C@@H](CC(C)C)C(N)=O)C(C)C)C(C)C)[C@@H](C)O. The target protein (P41586) has sequence MAGVVHVSLAALLLLPMAPAMHSDCIFKKEQAMCLEKIQRANELMGFNDSSPGCPGMWDNITCWKPAHVGEMVLVSCPELFRIFNPDQVWETETIGESDFGDSNSLDLSDMGVVSRNCTEDGWSEPFPHYFDACGFDEYESETGDQDYYYLSVKALYTVGYSTSLVTLTTAMVILCRFRKLHCTRNFIHMNLFVSFMLRAISVFIKDWILYAEQDSNHCFISTVECKAVMVFFHYCVVSNYFWLFIEGLYLFTLLVETFFPERRYFYWYTIIGWGTPTVCVTVWATLRLYFDDTGCWDMNDSTALWWVIKGPVVGSIMVNFVLFIGIIVILVQKLQSPDMGGNESSIYLRLARSTLLLIPLFGIHYTVFAFSPENVSKRERLVFELGLGSFQGFVVAVLYCFLNGEVQAEIKRKWRSWKVNRYFAVDFKHRHPSLASSGVNGGTQLSILSKSSSQIRMSGLPADNLAT. The pIC50 is 5.6. (4) The small molecule is Cc1c(C(=O)C(N)=O)c2c(OCC(=O)O)cccc2n1Cc1ccccc1. The target protein (Q9Z0Y2) has sequence MKLLLLAALLTAGAAAHSISPRAVWQFRNMIKCTIPGSDPLKDYNNYGCYCGLGGWGTPVDDLDRCCQTHDHCYSQAKKLESCKFLIDNPYTNTYSYSCSGSEITCSAKNNKCEDFICNCDREAAICFSKVPYNKEYKNLDTGKFC. The pIC50 is 5.7.